From a dataset of Catalyst prediction with 721,799 reactions and 888 catalyst types from USPTO. Predict which catalyst facilitates the given reaction. Reactant: [NH2:1][C:2]1[C:11]([N+:12]([O-])=O)=[CH:10][C:9]([F:15])=[C:8]([O:16][CH3:17])[C:3]=1[C:4]([O:6][CH3:7])=[O:5].[CH:18]([CH:20]=O)=O. Product: [F:15][C:9]1[C:8]([O:16][CH3:17])=[C:3]([C:4]([O:6][CH3:7])=[O:5])[C:2]2[N:1]=[CH:18][CH:20]=[N:12][C:11]=2[CH:10]=1. The catalyst class is: 19.